The task is: Predict the product of the given reaction.. This data is from Forward reaction prediction with 1.9M reactions from USPTO patents (1976-2016). (1) Given the reactants [Br:1][C:2]1[CH:3]=[C:4]([CH:8]=[C:9]([I:11])[CH:10]=1)[C:5]([OH:7])=[O:6].Cl.[CH3:13]O, predict the reaction product. The product is: [Br:1][C:2]1[CH:3]=[C:4]([CH:8]=[C:9]([I:11])[CH:10]=1)[C:5]([O:7][CH3:13])=[O:6]. (2) Given the reactants [NH2:1][C:2]1[CH:7]=[CH:6][CH:5]=[CH:4][N:3]=1.CN(C(ON1N=NC2C=CC=NC1=2)=[N+](C)C)C.F[P-](F)(F)(F)(F)F.C(N(C(C)C)CC)(C)C.[Cl:41][C:42]1[CH:47]=[C:46]([Cl:48])[CH:45]=[CH:44][C:43]=1[CH2:49][CH2:50][O:51][C:52]1[N:57]=[C:56]([C:58]2[CH:59]=[C:60]([CH:64]=[CH:65][CH:66]=2)[C:61](O)=[O:62])[CH:55]=[CH:54][CH:53]=1, predict the reaction product. The product is: [Cl:41][C:42]1[CH:47]=[C:46]([Cl:48])[CH:45]=[CH:44][C:43]=1[CH2:49][CH2:50][O:51][C:52]1[N:57]=[C:56]([C:58]2[CH:59]=[C:60]([CH:64]=[CH:65][CH:66]=2)[C:61]([NH:1][C:2]2[CH:7]=[CH:6][CH:5]=[CH:4][N:3]=2)=[O:62])[CH:55]=[CH:54][CH:53]=1. (3) Given the reactants [NH:1]([C:3]1[CH:12]=[CH:11][C:10]2[C:5](=[CH:6][CH:7]=[CH:8][CH:9]=2)[N:4]=1)[NH2:2].[OH:13][C:14]1[C:21]([OH:22])=[C:20]([OH:23])[CH:19]=[CH:18][C:15]=1[CH:16]=O, predict the reaction product. The product is: [N:4]1[C:5]2[C:10](=[CH:9][CH:8]=[CH:7][CH:6]=2)[CH:11]=[CH:12][C:3]=1[NH:1][N:2]=[CH:16][C:15]1[CH:18]=[CH:19][C:20]([OH:23])=[C:21]([OH:22])[C:14]=1[OH:13]. (4) Given the reactants [Cl:1][C:2]1[CH:3]=[C:4]([NH:22][C:23]([C:25]2[S:29][C:28]3[CH:30]=[CH:31][C:32]([NH:34][S:35]([CH3:38])(=[O:37])=[O:36])=[CH:33][C:27]=3[CH:26]=2)=[O:24])[CH:5]=[C:6]([C:8]([C:11]2[CH:16]=[C:15]([CH3:17])[CH:14]=[C:13]([O:18][CH:19]([CH3:21])[CH3:20])[CH:12]=2)([CH3:10])[CH3:9])[CH:7]=1.C1C(=O)N([Br:46])C(=O)C1.CC(N=NC(C#N)(C)C)(C#N)C.O, predict the reaction product. The product is: [Br:46][C:33]1[C:27]2[CH:26]=[C:25]([C:23]([NH:22][C:4]3[CH:5]=[C:6]([C:8]([C:11]4[CH:16]=[C:15]([CH3:17])[CH:14]=[C:13]([O:18][CH:19]([CH3:21])[CH3:20])[CH:12]=4)([CH3:9])[CH3:10])[CH:7]=[C:2]([Cl:1])[CH:3]=3)=[O:24])[S:29][C:28]=2[CH:30]=[CH:31][C:32]=1[NH:34][S:35]([CH3:38])(=[O:37])=[O:36]. (5) Given the reactants [S:1]([OH:11])(=[O:10])([C:3]1[CH:8]=[CH:7][C:6](N)=[CH:5][CH:4]=1)=[O:2].N([O-])=O.[Na+], predict the reaction product. The product is: [C:3]1([S:1]([OH:11])(=[O:10])=[O:2])[CH:8]=[CH:7][CH:6]=[CH:5][CH:4]=1.